Task: Regression/Classification. Given a drug SMILES string, predict its toxicity properties. Task type varies by dataset: regression for continuous values (e.g., LD50, hERG inhibition percentage) or binary classification for toxic/non-toxic outcomes (e.g., AMES mutagenicity, cardiotoxicity, hepatotoxicity). Dataset: herg_karim.. Dataset: hERG potassium channel inhibition data for cardiac toxicity prediction from Karim et al. (1) The drug is O=S(=O)(c1ccc(C=Cc2cccc(F)c2)nc1)c1ccccc1F. The result is 1 (blocker). (2) The molecule is COc1ccc(-c2nnc(C(=O)N3CC(Oc4ccc(CN5CCN(C)CC5)c(F)c4)C3)o2)cc1. The result is 0 (non-blocker). (3) The drug is CC1CN(C(=O)C2CN(c3cccnn3)CC2c2ccc(F)cc2F)CC(C)C1(O)c1ccccc1. The result is 0 (non-blocker).